This data is from Catalyst prediction with 721,799 reactions and 888 catalyst types from USPTO. The task is: Predict which catalyst facilitates the given reaction. (1) Reactant: C([O:3][C:4]([C:6]1[C:7]([C:28]([F:31])([F:30])[F:29])=[N:8][N:9]([CH2:11][C:12]2[CH:13]=[C:14]3[C:18](=[CH:19][CH:20]=2)[CH:17]([NH:21][S:22]([CH:25]([CH3:27])[CH3:26])(=[O:24])=[O:23])[CH2:16][CH2:15]3)[CH:10]=1)=O)C.[H-].C([Al+]CC(C)C)C(C)C. Product: [OH:3][CH2:4][C:6]1[C:7]([C:28]([F:29])([F:31])[F:30])=[N:8][N:9]([CH2:11][C:12]2[CH:13]=[C:14]3[C:18](=[CH:19][CH:20]=2)[CH:17]([NH:21][S:22]([CH:25]([CH3:27])[CH3:26])(=[O:24])=[O:23])[CH2:16][CH2:15]3)[CH:10]=1. The catalyst class is: 1. (2) Reactant: [Cl:1][C:2]1[CH:7]=[CH:6][C:5]([C@@H:8]2[CH2:10][O:9]2)=[CH:4][C:3]=1[NH:11][S:12]([CH3:15])(=[O:14])=[O:13].[CH:16]([C:19]1[C:27]2[C:22](=[CH:23][C:24]([O:28][CH2:29][CH2:30][NH2:31])=[CH:25][CH:26]=2)[NH:21][N:20]=1)([CH3:18])[CH3:17].CC(O)C.C(C1C2C(=CC(OCCN)=CC=2)NN=1)(C)C. Product: [Cl:1][C:2]1[CH:7]=[CH:6][C:5]([C@@H:8]([OH:9])[CH2:10][NH:31][CH2:30][CH2:29][O:28][C:24]2[CH:23]=[C:22]3[C:27]([C:19]([CH:16]([CH3:18])[CH3:17])=[N:20][NH:21]3)=[CH:26][CH:25]=2)=[CH:4][C:3]=1[NH:11][S:12]([CH3:15])(=[O:14])=[O:13].[ClH:1]. The catalyst class is: 41. (3) Reactant: [Si]([O:8][C@@H:9]1[C@H:13]([O:14][Si](C(C)(C)C)(C)C)[C@@H:12]([CH2:22][O:23][Si](C(C)(C)C)(C)C)[O:11][C@H:10]1[N:31]1[C:40]2[N:39]=[CH:38][N:37]=[C:35]([NH2:36])[C:34]=2[N:33]=[C:32]1[NH:41][CH2:42][C:43]1[CH:48]=[CH:47][C:46]([C:49]2[CH:54]=[CH:53][CH:52]=[C:51]([C:55](OC)=[O:56])[CH:50]=2)=[CH:45][CH:44]=1)(C(C)(C)C)(C)C.[Li].C(OCC)(=O)C.S(=O)(=O)(O)O. Product: [OH:56][CH2:55][C:51]1[CH:50]=[C:49]([C:46]2[CH:47]=[CH:48][C:43]([CH2:42][NH:41][C:32]3[N:31]([C:40]4[N:39]=[CH:38][N:37]=[C:35]([NH2:36])[C:34]=4[N:33]=3)[C@@H:10]3[O:11][C@H:12]([CH2:22][OH:23])[C@@H:13]([OH:14])[C@H:9]3[OH:8])=[CH:44][CH:45]=2)[CH:54]=[CH:53][CH:52]=1. The catalyst class is: 30. (4) Reactant: [H-].[Al+3].[Li+].[H-].[H-].[H-].[NH2:7][C@H:8]([C:12]1[CH:17]=[CH:16][CH:15]=[CH:14][CH:13]=1)[C:9]([NH2:11])=O. Product: [C:12]1([C@@H:8]([NH2:7])[CH2:9][NH2:11])[CH:17]=[CH:16][CH:15]=[CH:14][CH:13]=1. The catalyst class is: 7. (5) Reactant: C(O[C:6](=O)[N:7]([C@@H:9]([CH2:21][C:22]1[CH:27]=[CH:26][CH:25]=[CH:24][CH:23]=1)[CH2:10][CH2:11][NH:12][C:13]([C:15]1[CH:20]=[CH:19][CH:18]=[CH:17][N:16]=1)=[O:14])C)(C)(C)C.[ClH:29].O1CCOCC1. Product: [ClH:29].[CH3:6][NH:7][C@@H:9]([CH2:21][C:22]1[CH:27]=[CH:26][CH:25]=[CH:24][CH:23]=1)[CH2:10][CH2:11][NH:12][C:13]([C:15]1[CH:20]=[CH:19][CH:18]=[CH:17][N:16]=1)=[O:14]. The catalyst class is: 2. (6) Reactant: C([O:3][C:4](=O)[C:5]1[CH:10]=[CH:9][C:8]([O:11][CH2:12][CH2:13][N:14]2[CH2:20][CH2:19][CH2:18][CH2:17][CH2:16][CH2:15]2)=[CH:7][CH:6]=1)C.[H-].[Al+3].[Li+].[H-].[H-].[H-].N. Product: [N:14]1([CH2:13][CH2:12][O:11][C:8]2[CH:7]=[CH:6][C:5]([CH2:4][OH:3])=[CH:10][CH:9]=2)[CH2:20][CH2:19][CH2:18][CH2:17][CH2:16][CH2:15]1. The catalyst class is: 7.